Dataset: Catalyst prediction with 721,799 reactions and 888 catalyst types from USPTO. Task: Predict which catalyst facilitates the given reaction. Reactant: [CH2:1]([NH:5][CH2:6][CH2:7][CH2:8]O)[CH:2]([CH3:4])[CH3:3].O=S(Cl)[Cl:12]. Product: [ClH:12].[CH2:1]([NH:5][CH2:6][CH2:7][CH2:8][Cl:12])[CH:2]([CH3:4])[CH3:3]. The catalyst class is: 11.